This data is from Forward reaction prediction with 1.9M reactions from USPTO patents (1976-2016). The task is: Predict the product of the given reaction. Given the reactants [CH:1]([N:4]1[C:12]2[C:7](=[CH:8][CH:9]=[CH:10][C:11]=2[CH3:13])[C:6]([C:14]2[CH:19]=[CH:18][C:17]([O:20]C)=[CH:16][CH:15]=2)=[N:5]1)([CH3:3])[CH3:2].B(Br)(Br)Br.C1CCCCC=1, predict the reaction product. The product is: [CH:1]([N:4]1[C:12]2[C:7](=[CH:8][CH:9]=[CH:10][C:11]=2[CH3:13])[C:6]([C:14]2[CH:15]=[CH:16][C:17]([OH:20])=[CH:18][CH:19]=2)=[N:5]1)([CH3:3])[CH3:2].